This data is from Forward reaction prediction with 1.9M reactions from USPTO patents (1976-2016). The task is: Predict the product of the given reaction. (1) Given the reactants Cl[C:2]1[N:7]=[N:6][C:5]([C:8]2[CH:21]=[CH:20][C:11]3[N:12]=[C:13]([C:15]4[S:16][CH:17]=[CH:18][CH:19]=4)[O:14][C:10]=3[CH:9]=2)=[CH:4][CH:3]=1.C([O-])(=[O:24])C.[Na+].O, predict the reaction product. The product is: [S:16]1[CH:17]=[CH:18][CH:19]=[C:15]1[C:13]1[O:14][C:10]2[CH:9]=[C:8]([C:5]3[CH:4]=[CH:3][C:2](=[O:24])[NH:7][N:6]=3)[CH:21]=[CH:20][C:11]=2[N:12]=1. (2) Given the reactants [CH3:1][N:2]1[C:10](=[O:11])[C:9]2[NH:8][C:7]([S:12][CH:13]([CH2:19][CH3:20])[C:14]([O:16][CH2:17][CH3:18])=[O:15])=[N:6][C:5]=2[N:4]([CH3:21])[C:3]1=[O:22].C(=O)([O-])[O-].[K+].[K+].Br[C:30]1[CH:35]=[CH:34][C:33]([CH2:36]Br)=[CH:32][CH:31]=1.O, predict the reaction product. The product is: [CH2:36]([N:8]1[C:9]2[C:10](=[O:11])[N:2]([CH3:1])[C:3](=[O:22])[N:4]([CH3:21])[C:5]=2[N:6]=[C:7]1[S:12][CH:13]([CH2:19][CH3:20])[C:14]([O:16][CH2:17][CH3:18])=[O:15])[C:33]1[CH:34]=[CH:35][CH:30]=[CH:31][CH:32]=1. (3) Given the reactants [C:1]([O:5][C:6]([NH:8][C@H:9]1[CH2:14][C@@H:13]([CH3:15])[CH2:12][N:11](CC2C=CC=CC=2)[CH2:10]1)=[O:7])([CH3:4])([CH3:3])[CH3:2], predict the reaction product. The product is: [C:1]([O:5][C:6]([NH:8][C@H:9]1[CH2:14][C@@H:13]([CH3:15])[CH2:12][NH:11][CH2:10]1)=[O:7])([CH3:4])([CH3:2])[CH3:3]. (4) Given the reactants [F:1][C:2]1[CH:3]=[CH:4][C:5]2[N:6]([CH:8]=[C:9]([CH:11]=O)[N:10]=2)[CH:7]=1.[CH3:13][O:14][C:15]1[CH:16]=[C:17]([CH:19]=[CH:20][CH:21]=1)[NH2:18], predict the reaction product. The product is: [F:1][C:2]1[CH:3]=[CH:4][C:5]2[N:6]([CH:8]=[C:9]([CH:11]=[N:18][C:17]3[CH:19]=[CH:20][CH:21]=[C:15]([O:14][CH3:13])[CH:16]=3)[N:10]=2)[CH:7]=1. (5) Given the reactants [Br:1][C:2]1[CH:3]=[C:4]([O:19]C)[CH:5]=[C:6]([Br:18])[C:7]=1[O:8][C:9]1[CH:14]=[CH:13][C:12]([N+:15]([O-:17])=[O:16])=[CH:11][CH:10]=1.Cl, predict the reaction product. The product is: [Br:1][C:2]1[CH:3]=[C:4]([OH:19])[CH:5]=[C:6]([Br:18])[C:7]=1[O:8][C:9]1[CH:10]=[CH:11][C:12]([N+:15]([O-:17])=[O:16])=[CH:13][CH:14]=1. (6) Given the reactants [Cl:1][C:2]1[CH:3]=[C:4]2[C:9](=[CH:10][C:11]=1[C:12](O)=[O:13])[N:8]=[CH:7][N:6]=[C:5]2[NH:15][CH:16]([C:18]1[NH:22][C:21]2[CH:23]=[CH:24][C:25]([Cl:27])=[CH:26][C:20]=2[N:19]=1)[CH3:17].FC1C(OC(N(C)C)=[N+](C)C)=C(F)C(F)=C(F)C=1F.F[P-](F)(F)(F)(F)F.C(N(C(C)C)CC)(C)C.[NH2:63][C:64]([C@H:66]1[CH2:70][CH2:69][CH2:68][NH:67]1)=[O:65], predict the reaction product. The product is: [Cl:1][C:2]1[CH:3]=[C:4]2[C:9](=[CH:10][C:11]=1[C:12]([N:67]1[CH2:68][CH2:69][CH2:70][C@@H:66]1[C:64]([NH2:63])=[O:65])=[O:13])[N:8]=[CH:7][N:6]=[C:5]2[NH:15][CH:16]([C:18]1[NH:22][C:21]2[CH:23]=[CH:24][C:25]([Cl:27])=[CH:26][C:20]=2[N:19]=1)[CH3:17].